This data is from Reaction yield outcomes from USPTO patents with 853,638 reactions. The task is: Predict the reaction yield, written as a fraction of the theoretical maximum amount of product (1.0 means a 100% yield; for example, 0.34 means a 34% yield). The reactants are [Cl:1][C:2]1[C:10]([NH:11][S:12]([C:15]2[S:16][CH:17]=[CH:18][CH:19]=2)(=[O:14])=[O:13])=[C:9]2[C:5]([CH:6]=[C:7]([C:20]([OH:22])=O)[NH:8]2)=[CH:4][CH:3]=1.[N:23]1(O)C2C=CC=CC=2N=N1.Cl.CN(C)CCCN=C=NCC.N.C(O)(=O)CC(CC(O)=O)(C(O)=O)O. The catalyst is CN(C)C=O. The product is [Cl:1][C:2]1[C:10]([NH:11][S:12]([C:15]2[S:16][CH:17]=[CH:18][CH:19]=2)(=[O:14])=[O:13])=[C:9]2[C:5]([CH:6]=[C:7]([C:20]([NH2:23])=[O:22])[NH:8]2)=[CH:4][CH:3]=1. The yield is 0.960.